Dataset: hERG Central: cardiac toxicity at 1µM, 10µM, and general inhibition. Task: Predict hERG channel inhibition at various concentrations. (1) The compound is O=C(c1cc(-c2ccncc2)nc2ccccc12)N1CCN(c2ccccc2O)CC1. Results: hERG_inhib (hERG inhibition (general)): blocker. (2) The drug is O=C(Nc1ccc(-n2cnnn2)cc1)C1CCCN1C(=O)Nc1ccc(Br)cc1. Results: hERG_inhib (hERG inhibition (general)): blocker. (3) The molecule is CSc1ccc(C(=O)C2CCCN(Cc3cnc(SC)nc3)C2)cc1. Results: hERG_inhib (hERG inhibition (general)): blocker. (4) The compound is CCOC(=O)CN1C(=N)N(c2nc(NC(C)C)nc(NC(C)C)n2)CC1=O. Results: hERG_inhib (hERG inhibition (general)): blocker. (5) The molecule is CCCCN(CC)C(=S)Nc1ccc2nc3n(c(=O)c2c1)CCCCC3. Results: hERG_inhib (hERG inhibition (general)): blocker. (6) The compound is O=C(N/N=C/c1ccc([N+](=O)[O-])o1)c1cc(-c2ccncc2)nc2ccccc12. Results: hERG_inhib (hERG inhibition (general)): blocker.